This data is from Forward reaction prediction with 1.9M reactions from USPTO patents (1976-2016). The task is: Predict the product of the given reaction. (1) Given the reactants [O:1]([C:8]1[CH:13]=[CH:12][C:11]([OH:14])=[CH:10][CH:9]=1)[C:2]1[CH:7]=[CH:6][CH:5]=[CH:4][CH:3]=1.[F:15][C:16]1[CH:24]=[CH:23][C:19]([C:20](Cl)=[O:21])=[CH:18][CH:17]=1, predict the reaction product. The product is: [F:15][C:16]1[CH:24]=[CH:23][C:19]([C:20]([C:5]2[CH:6]=[CH:7][C:2]([O:1][C:8]3[CH:9]=[CH:10][C:11]([OH:14])=[CH:12][CH:13]=3)=[CH:3][CH:4]=2)=[O:21])=[CH:18][CH:17]=1. (2) Given the reactants [F:1][CH:2]([F:19])[C:3]1[CH:7]=[C:6]([CH:8]([F:10])[F:9])[N:5]([CH2:11][C:12]([O:14]C(C)(C)C)=[O:13])[N:4]=1.C(O)(C(F)(F)F)=O.C(Cl)Cl, predict the reaction product. The product is: [F:19][CH:2]([F:1])[C:3]1[CH:7]=[C:6]([CH:8]([F:10])[F:9])[N:5]([CH2:11][C:12]([OH:14])=[O:13])[N:4]=1. (3) Given the reactants [Cl:1][C:2]1[C:7]([Cl:8])=[CH:6][C:5]([NH2:9])=[C:4]([NH2:10])[CH:3]=1.C([O:15][C:16](=O)[CH2:17][C:18](=O)[C:19]1[CH:24]=[CH:23][CH:22]=[C:21]([C:25]2[N:30]=[CH:29][CH:28]=[CH:27][N:26]=2)[CH:20]=1)(C)(C)C, predict the reaction product. The product is: [Cl:1][C:2]1[C:7]([Cl:8])=[CH:6][C:5]2[NH:9][C:16](=[O:15])[CH2:17][C:18]([C:19]3[CH:24]=[CH:23][CH:22]=[C:21]([C:25]4[N:30]=[CH:29][CH:28]=[CH:27][N:26]=4)[CH:20]=3)=[N:10][C:4]=2[CH:3]=1.